Dataset: Full USPTO retrosynthesis dataset with 1.9M reactions from patents (1976-2016). Task: Predict the reactants needed to synthesize the given product. (1) Given the product [Cl:1][C:2]1[CH:7]=[C:6]([Cl:8])[CH:5]=[CH:4][C:3]=1[C:9](=[O:17])/[C:10](/[C:11]1[NH:12][CH:13]=[C:14]([CH3:16])[N:15]=1)=[CH:20]\[N:21]([CH3:23])[CH3:22], predict the reactants needed to synthesize it. The reactants are: [Cl:1][C:2]1[CH:7]=[C:6]([Cl:8])[CH:5]=[CH:4][C:3]=1[C:9](=[O:17])[CH2:10][C:11]1[NH:12][CH:13]=[C:14]([CH3:16])[N:15]=1.CO[CH:20](OC)[N:21]([CH3:23])[CH3:22]. (2) Given the product [CH2:1]([N:8]1[C:16]2[C:11](=[CH:12][C:13]([C:17]3[CH:22]=[CH:21][C:20]([F:23])=[C:19]([Cl:24])[CH:18]=3)=[CH:14][CH:15]=2)[C:10]([C:30]([OH:32])=[O:31])=[CH:9]1)[C:2]1[CH:3]=[CH:4][CH:5]=[CH:6][CH:7]=1, predict the reactants needed to synthesize it. The reactants are: [CH2:1]([N:8]1[C:16]2[C:11](=[CH:12][C:13]([C:17]3[CH:22]=[CH:21][C:20]([F:23])=[C:19]([Cl:24])[CH:18]=3)=[CH:14][CH:15]=2)[CH:10]=[CH:9]1)[C:2]1[CH:7]=[CH:6][CH:5]=[CH:4][CH:3]=1.C([Li])CCC.[C:30](=[O:32])=[O:31]. (3) Given the product [CH:1]1[CH:9]=[CH:8][C:7]2[N+:6]([O-:10])=[N:15][C:14]([NH2:19])=[N+:4]([O-:5])[C:3]=2[CH:2]=1, predict the reactants needed to synthesize it. The reactants are: [CH:1]1[CH:9]=[CH:8][C:7]2[C:3](=[N:4][O:5][N+:6]=2[O-:10])[CH:2]=1.C1CC[N:19]2[C:14](=[N:15]CCC2)CC1.N#CN.C(O)(=O)C.CS(O)(=O)=O.C([O-])(=O)C.[Na+].